From a dataset of Full USPTO retrosynthesis dataset with 1.9M reactions from patents (1976-2016). Predict the reactants needed to synthesize the given product. (1) Given the product [CH3:27][O:28][C:29]([C:31]1[C:44]2[C:39](=[CH:40][CH:41]=[C:42]([OH:45])[CH:43]=2)[N:24]([C:23]2[CH:22]=[CH:21][C:20]([O:19][CH2:12][C:13]3[CH:14]=[CH:15][CH:16]=[CH:17][CH:18]=3)=[CH:26][CH:25]=2)[C:32]=1[CH2:34][C:35]([O:37][CH3:38])=[O:36])=[O:30], predict the reactants needed to synthesize it. The reactants are: C1(C)C=CC(S(O)(=O)=O)=CC=1.[CH2:12]([O:19][C:20]1[CH:26]=[CH:25][C:23]([NH2:24])=[CH:22][CH:21]=1)[C:13]1[CH:18]=[CH:17][CH:16]=[CH:15][CH:14]=1.[CH3:27][O:28][C:29]([CH2:31][C:32]([CH2:34][C:35]([O:37][CH3:38])=[O:36])=O)=[O:30].[C:39]1(=O)[CH:44]=[CH:43][C:42](=[O:45])[CH:41]=[CH:40]1. (2) Given the product [CH2:1]([CH:3]([O:6][C:7]1[CH:12]=[C:11]([CH3:13])[N:10]=[C:9]2[N:14]([C:15]3[C:20]([CH3:21])=[CH:19][C:18]([CH3:22])=[CH:17][C:16]=3[CH3:23])[N:25]=[N:24][C:8]=12)[CH2:4][CH3:5])[CH3:2], predict the reactants needed to synthesize it. The reactants are: [CH2:1]([CH:3]([O:6][C:7]1[CH:12]=[C:11]([CH3:13])[N:10]=[C:9]([NH:14][C:15]2[C:20]([CH3:21])=[CH:19][C:18]([CH3:22])=[CH:17][C:16]=2[CH3:23])[C:8]=1[NH2:24])[CH2:4][CH3:5])[CH3:2].[N:25](OCCCC)=O. (3) Given the product [CH:23]1([CH2:28][C:32]2[CH:37]=[CH:36][C:35]([F:38])=[CH:34][C:33]=2[C:39]([CH:41]2[CH2:46][CH2:45][N:44]([CH3:47])[CH2:43][CH2:42]2)=[O:40])[CH2:25][CH2:24]1, predict the reactants needed to synthesize it. The reactants are: [Mn](Cl)([O-])(=O)=O.[Mn](Cl)(O)(=O)=O.[Mn](Cl)(O)(=O)=O.[Mn](Cl)([O-])(=O)=O.[Li+].[Li+].[CH:23]1([Mg]Br)[CH2:25][CH2:24]1.[C:28](=O)=O.Br[C:32]1[CH:37]=[CH:36][C:35]([F:38])=[CH:34][C:33]=1[C:39]([CH:41]1[CH2:46][CH2:45][N:44]([CH3:47])[CH2:43][CH2:42]1)=[O:40].